Dataset: Reaction yield outcomes from USPTO patents with 853,638 reactions. Task: Predict the reaction yield, written as a fraction of the theoretical maximum amount of product (1.0 means a 100% yield; for example, 0.34 means a 34% yield). The reactants are N1C=CC=CC=1.[CH2:7]([C:9]([C:28]1[CH:33]=[CH:32][C:31]([OH:34])=[C:30]([CH3:35])[CH:29]=1)([C:12]1[CH:17]=[CH:16][C:15]([C:18]#[C:19][C:20]2([OH:26])[CH2:25][CH2:24][CH2:23][CH2:22][CH2:21]2)=[C:14]([CH3:27])[CH:13]=1)[CH2:10][CH3:11])[CH3:8].[F:36][C:37]([F:50])([F:49])[S:38](O[S:38]([C:37]([F:50])([F:49])[F:36])(=[O:40])=[O:39])(=[O:40])=[O:39]. The catalyst is ClCCl. The product is [CH2:7]([C:9]([C:28]1[CH:33]=[CH:32][C:31]([O:34][S:38]([C:37]([F:50])([F:49])[F:36])(=[O:40])=[O:39])=[C:30]([CH3:35])[CH:29]=1)([C:12]1[CH:17]=[CH:16][C:15]([C:18]#[C:19][C:20]2([OH:26])[CH2:25][CH2:24][CH2:23][CH2:22][CH2:21]2)=[C:14]([CH3:27])[CH:13]=1)[CH2:10][CH3:11])[CH3:8]. The yield is 0.630.